This data is from Forward reaction prediction with 1.9M reactions from USPTO patents (1976-2016). The task is: Predict the product of the given reaction. (1) Given the reactants [C:1]1([C:7]2[C:20]3[C:15](=[CH:16][CH:17]=[CH:18][CH:19]=3)[C:14](B(O)O)=[C:13]3[C:8]=2[CH:9]=[CH:10][CH:11]=[CH:12]3)[CH:6]=[CH:5][CH:4]=[CH:3][CH:2]=1.[Br:24][C:25]1[CH:26]=[C:27]([C:31]2[CH:36]=[CH:35][C:34](I)=[CH:33][CH:32]=2)[CH:28]=[CH:29][CH:30]=1.C(=O)([O-])[O-].[Na+].[Na+], predict the reaction product. The product is: [Br:24][C:25]1[CH:26]=[C:27]([C:31]2[CH:32]=[CH:33][C:34]([C:7]3[C:1]4[C:2]([C:14]([C:15]5[CH:16]=[CH:17][CH:18]=[CH:19][CH:20]=5)=[C:13]5[C:8]=3[CH:9]=[CH:10][CH:11]=[CH:12]5)=[CH:3][CH:4]=[CH:5][CH:6]=4)=[CH:35][CH:36]=2)[CH:28]=[CH:29][CH:30]=1. (2) Given the reactants [CH:1]1[C:13]2[CH:12]([CH2:14][O:15][C:16]([NH:18][C@H:19]([C:26]([O:28][CH3:29])=[O:27])[CH2:20][O:21][CH2:22][C:23]([OH:25])=[O:24])=[O:17])[C:11]3[C:6](=[CH:7][CH:8]=[CH:9][CH:10]=3)[C:5]=2[CH:4]=[CH:3][CH:2]=1.ClC(Cl)(Cl)C(=N)O[C:34]([CH3:37])([CH3:36])[CH3:35].B(F)(F)F.CCOCC.C(=O)(O)[O-], predict the reaction product. The product is: [CH:1]1[C:13]2[CH:12]([CH2:14][O:15][C:16]([NH:18][C@H:19]([C:26]([O:28][CH3:29])=[O:27])[CH2:20][O:21][CH2:22][C:23]([O:25][C:34]([CH3:37])([CH3:36])[CH3:35])=[O:24])=[O:17])[C:11]3[C:6](=[CH:7][CH:8]=[CH:9][CH:10]=3)[C:5]=2[CH:4]=[CH:3][CH:2]=1. (3) Given the reactants [Cl:1][C:2]1[CH:3]=[C:4]([C:8]2[O:12][N:11]=[C:10]([CH2:13][S:14][C:15]3[N:16]([CH3:26])[C:17]([C:20]4[CH:25]=[CH:24][N:23]=[CH:22][CH:21]=4)=[N:18][N:19]=3)[N:9]=2)[CH:5]=[CH:6][CH:7]=1.C1C=C(Cl)C=C(C(OO)=[O:35])C=1, predict the reaction product. The product is: [Cl:1][C:2]1[CH:3]=[C:4]([C:8]2[O:12][N:11]=[C:10]([CH2:13][S:14][C:15]3[N:16]([CH3:26])[C:17]([C:20]4[CH:25]=[CH:24][N+:23]([O-:35])=[CH:22][CH:21]=4)=[N:18][N:19]=3)[N:9]=2)[CH:5]=[CH:6][CH:7]=1.